Dataset: Reaction yield outcomes from USPTO patents with 853,638 reactions. Task: Predict the reaction yield, written as a fraction of the theoretical maximum amount of product (1.0 means a 100% yield; for example, 0.34 means a 34% yield). (1) The product is [CH2:12]([C:11]1[NH:9][C:7](=[O:8])[C:6]2[C:2]([CH3:1])=[N:3][S:4][C:5]=2[N:10]=1)[CH:13]([CH3:15])[CH3:14]. The catalyst is N. The reactants are [CH3:1][C:2]1[C:6]([C:7]([NH2:9])=[O:8])=[C:5]([NH:10][C:11](=O)[CH2:12][CH:13]([CH3:15])[CH3:14])[S:4][N:3]=1. The yield is 0.380. (2) The reactants are [NH2:1][C:2]1[N:7]=[CH:6][N:5]=[C:4]2[N:8]([C@@H:12]3[CH2:17][CH2:16][CH2:15][N:14]([C:18]([O:20][C:21]([CH3:24])([CH3:23])[CH3:22])=[O:19])[CH2:13]3)[N:9]=[C:10](I)[C:3]=12.[F:25][C:26]1[C:48]([F:49])=[CH:47][CH:46]=[CH:45][C:27]=1[O:28][C:29]1[CH:34]=[CH:33][C:32](B2OC(C)(C)C(C)(C)O2)=[C:31]([F:44])[CH:30]=1.C([O-])([O-])=O.[Na+].[Na+]. The catalyst is O1CCOCC1.O.C1C=CC([P]([Pd]([P](C2C=CC=CC=2)(C2C=CC=CC=2)C2C=CC=CC=2)([P](C2C=CC=CC=2)(C2C=CC=CC=2)C2C=CC=CC=2)[P](C2C=CC=CC=2)(C2C=CC=CC=2)C2C=CC=CC=2)(C2C=CC=CC=2)C2C=CC=CC=2)=CC=1. The product is [NH2:1][C:2]1[N:7]=[CH:6][N:5]=[C:4]2[N:8]([C@@H:12]3[CH2:17][CH2:16][CH2:15][N:14]([C:18]([O:20][C:21]([CH3:24])([CH3:23])[CH3:22])=[O:19])[CH2:13]3)[N:9]=[C:10]([C:32]3[CH:33]=[CH:34][C:29]([O:28][C:27]4[CH:45]=[CH:46][CH:47]=[C:48]([F:49])[C:26]=4[F:25])=[CH:30][C:31]=3[F:44])[C:3]=12. The yield is 0.511. (3) The reactants are [F:1][C:2]1[CH:7]=[CH:6][C:5]([CH2:8][C:9]2[C:10]([N:16]3[CH2:22][C:21]4[CH:23]=[C:24]([C:27]5[CH:28]=[C:29]([N+:34]([O-])=O)[C:30]([NH2:33])=[N:31][CH:32]=5)[CH:25]=[CH:26][C:20]=4[O:19][CH2:18][CH2:17]3)=[N:11][CH:12]=[N:13][C:14]=2[CH3:15])=[CH:4][CH:3]=1.[Sn](Cl)Cl. The catalyst is C(O)(=O)C. The product is [F:1][C:2]1[CH:3]=[CH:4][C:5]([CH2:8][C:9]2[C:10]([N:16]3[CH2:22][C:21]4[CH:23]=[C:24]([C:27]5[CH:28]=[C:29]([NH2:34])[C:30]([NH2:33])=[N:31][CH:32]=5)[CH:25]=[CH:26][C:20]=4[O:19][CH2:18][CH2:17]3)=[N:11][CH:12]=[N:13][C:14]=2[CH3:15])=[CH:6][CH:7]=1. The yield is 0.600. (4) The catalyst is CN(C1C=CN=CC=1)C.ClCCl. The product is [OH:57][CH2:51][CH2:52][C:35]1[CH:36]=[CH:37][C:38]([O:24][C:23](=[O:25])[CH2:22][C:3]2[C:4]3[C:9](=[CH:8][CH:7]=[C:6]([O:20][CH3:21])[CH:5]=3)[N:10]([C:11](=[O:12])[C:13]3[CH:14]=[CH:15][C:16]([Cl:19])=[CH:17][CH:18]=3)[C:2]=2[CH3:1])=[CH:39][CH:40]=1. The yield is 0.900. The reactants are [CH3:1][C:2]1[N:10]([C:11]([C:13]2[CH:14]=[CH:15][C:16]([Cl:19])=[CH:17][CH:18]=2)=[O:12])[C:9]2[CH:8]=[CH:7][C:6]([O:20][CH3:21])=[CH:5][C:4]=2[C:3]=1[CH2:22][C:23]([OH:25])=[O:24].[CH:35]1(N=C=N[CH:35]2[CH2:40][CH2:39][CH2:38][CH2:37][CH2:36]2)[CH2:40][CH2:39][CH2:38][CH2:37][CH2:36]1.ON1C2C=CC=CC=2N=N1.[C:51]1([OH:57])C=CC=C[CH:52]=1. (5) The catalyst is [Pd].C1(P(C2C=CC=CC=2)C2C=CC=CC=2)C=CC=CC=1.C1(P(C2C=CC=CC=2)C2C=CC=CC=2)C=CC=CC=1.C1(P(C2C=CC=CC=2)C2C=CC=CC=2)C=CC=CC=1.C1(P(C2C=CC=CC=2)C2C=CC=CC=2)C=CC=CC=1.C(OCC)(=O)C. The product is [CH3:1][C:2]1([CH3:16])[O:3][C:4](=[O:15])[NH:5][C:6]2[CH:11]=[CH:10][C:9]([C:9]3[CH:8]=[C:7]([CH:28]=[C:29]([O:30][CH3:31])[CH:10]=3)[C:6]#[N:5])=[CH:8][C:7]1=2. The yield is 0.530. The reactants are [CH3:1][C:2]1([CH3:16])[C:7]2[CH:8]=[C:9](B(O)O)[CH:10]=[CH:11][C:6]=2[NH:5][C:4](=[O:15])[O:3]1.C(=O)([O-])[O-].[Na+].[Na+].[Br-].[Li+].O.CO[CH2:28][CH2:29][O:30][CH3:31].